Dataset: Reaction yield outcomes from USPTO patents with 853,638 reactions. Task: Predict the reaction yield, written as a fraction of the theoretical maximum amount of product (1.0 means a 100% yield; for example, 0.34 means a 34% yield). The reactants are [OH:1][C@@H:2]1[CH2:7][CH2:6][C@H:5]([C@H:8]([NH:10][C:11](=[O:17])[O:12][C:13]([CH3:16])([CH3:15])[CH3:14])[CH3:9])[CH2:4][CH2:3]1.C(N(CC)CC)C.[CH3:25][S:26](Cl)(=[O:28])=[O:27]. The catalyst is ClCCl. The product is [CH3:25][S:26]([O:1][C@H:2]1[CH2:7][CH2:6][C@@H:5]([C@H:8]([NH:10][C:11]([O:12][C:13]([CH3:16])([CH3:15])[CH3:14])=[O:17])[CH3:9])[CH2:4][CH2:3]1)(=[O:28])=[O:27]. The yield is 0.930.